Dataset: Aqueous solubility values for 9,982 compounds from the AqSolDB database. Task: Regression/Classification. Given a drug SMILES string, predict its absorption, distribution, metabolism, or excretion properties. Task type varies by dataset: regression for continuous measurements (e.g., permeability, clearance, half-life) or binary classification for categorical outcomes (e.g., BBB penetration, CYP inhibition). For this dataset (solubility_aqsoldb), we predict Y. (1) The compound is c1cc2ccc3ccc4ccc5cccc6c(c1)c2c3c4c56. The Y is -9.03 log mol/L. (2) The molecule is CC[n+]1c(-c2ccccc2)c2cc(N)ccc2c2ccc(N)cc21.[Br-]. The Y is -1.29 log mol/L. (3) The molecule is CCOP(=O)(SC(C)CC)N1CCSC1=O. The Y is -1.46 log mol/L. (4) The compound is Cc1ccccc1Br. The Y is -2.23 log mol/L. (5) The molecule is CC(O)C(O)C(O)C(O)C=NNC(N)=O. The Y is -0.700 log mol/L. (6) The drug is Cn1cnc([N+](=O)[O-])c1Sc1ncnc2nc[nH]c12. The Y is -3.21 log mol/L.